This data is from Reaction yield outcomes from USPTO patents with 853,638 reactions. The task is: Predict the reaction yield, written as a fraction of the theoretical maximum amount of product (1.0 means a 100% yield; for example, 0.34 means a 34% yield). (1) The reactants are [NH2:1][C@H:2]1[C:11]2[C:6](=[CH:7][CH:8]=[C:9]([F:12])[CH:10]=2)[N:5]([C:13](=[O:15])[CH3:14])[C@@H:4]([CH2:16][CH3:17])[C@@H:3]1[CH3:18].Cl[C:20]1[CH:25]=[N:24][C:23]([CH3:26])=[CH:22][N:21]=1.CC(C)([O-])C.[Na+].CN(C1C(C2C(P(C3CCCCC3)C3CCCCC3)=CC=CC=2)=CC=CC=1)C. The catalyst is C1C=CC(/C=C/C(/C=C/C2C=CC=CC=2)=O)=CC=1.C1C=CC(/C=C/C(/C=C/C2C=CC=CC=2)=O)=CC=1.C1C=CC(/C=C/C(/C=C/C2C=CC=CC=2)=O)=CC=1.[Pd].[Pd].O1CCOCC1. The product is [CH2:16]([C@H:4]1[C@H:3]([CH3:18])[C@@H:2]([NH:1][C:20]2[CH:25]=[N:24][C:23]([CH3:26])=[CH:22][N:21]=2)[C:11]2[C:6](=[CH:7][CH:8]=[C:9]([F:12])[CH:10]=2)[N:5]1[C:13](=[O:15])[CH3:14])[CH3:17]. The yield is 0.366. (2) The reactants are [Cl:1][C:2]1[CH:23]=[C:22](OS(C(F)(F)F)(=O)=O)[C:5]2[O:6][C@@H:7]([CH2:10][O:11][S:12]([C:15]3[CH:20]=[CH:19][C:18]([CH3:21])=[CH:17][CH:16]=3)(=[O:14])=[O:13])[CH2:8][O:9][C:4]=2[CH:3]=1.[F:32][C:33]([F:44])([F:43])[C:34]1[CH:39]=[CH:38][CH:37]=[CH:36][C:35]=1B(O)O. No catalyst specified. The product is [F:32][C:33]([F:44])([F:43])[C:34]1[CH:39]=[CH:38][CH:37]=[CH:36][C:35]=1[C:22]1[C:5]2[O:6][C@@H:7]([CH2:10][O:11][S:12]([C:15]3[CH:20]=[CH:19][C:18]([CH3:21])=[CH:17][CH:16]=3)(=[O:14])=[O:13])[CH2:8][O:9][C:4]=2[CH:3]=[C:2]([Cl:1])[CH:23]=1. The yield is 0.820.